From a dataset of Full USPTO retrosynthesis dataset with 1.9M reactions from patents (1976-2016). Predict the reactants needed to synthesize the given product. Given the product [CH:50]([C:49]1[N:53]=[C:27]([CH:24]2[CH2:23][CH2:22][N:21]([C:18]3[CH:17]=[CH:16][C:15]([NH:14][C:12]([C:10]4[N:11]=[C:7]([C:1]5[CH:6]=[CH:5][CH:4]=[CH:3][CH:2]=5)[O:8][C:9]=4[C:30]([F:32])([F:31])[F:33])=[O:13])=[CH:20][CH:19]=3)[CH2:26][CH2:25]2)[O:47][N:48]=1)([CH3:52])[CH3:51], predict the reactants needed to synthesize it. The reactants are: [C:1]1([C:7]2[O:8][C:9]([C:30]([F:33])([F:32])[F:31])=[C:10]([C:12]([NH:14][C:15]3[CH:20]=[CH:19][C:18]([N:21]4[CH2:26][CH2:25][CH:24]([C:27](O)=O)[CH2:23][CH2:22]4)=[CH:17][CH:16]=3)=[O:13])[N:11]=2)[CH:6]=[CH:5][CH:4]=[CH:3][CH:2]=1.C(Cl)(=O)C(Cl)=O.C(N(CC)CC)C.[OH:47][NH:48][C:49](=[NH:53])[CH:50]([CH3:52])[CH3:51].